Dataset: Full USPTO retrosynthesis dataset with 1.9M reactions from patents (1976-2016). Task: Predict the reactants needed to synthesize the given product. (1) Given the product [O:32]1[C:36]2[CH:37]=[CH:38][C:39]([S:41]([N:11]([O:12][CH:13]3[CH2:18][CH2:17][O:16][CH2:15][CH2:14]3)[CH2:10][CH:9]([OH:19])[CH:8]([NH:20][C:21](=[O:31])[O:22][C@@H:23]3[C@H:30]4[C@H:26]([O:27][CH2:28][CH2:29]4)[O:25][CH2:24]3)[CH2:1][C:2]3[CH:3]=[CH:4][CH:5]=[CH:6][CH:7]=3)(=[O:42])=[O:43])=[CH:40][C:35]=2[O:34][CH2:33]1, predict the reactants needed to synthesize it. The reactants are: [CH2:1]([C@H:8]([NH:20][C:21](=[O:31])[O:22][C@@H:23]1[C@H:30]2[C@H:26]([O:27][CH2:28][CH2:29]2)[O:25][CH2:24]1)[C@H:9]([OH:19])[CH2:10][NH:11][O:12][CH:13]1[CH2:18][CH2:17][O:16][CH2:15][CH2:14]1)[C:2]1[CH:7]=[CH:6][CH:5]=[CH:4][CH:3]=1.[O:32]1[C:36]2[CH:37]=[CH:38][C:39]([S:41](Cl)(=[O:43])=[O:42])=[CH:40][C:35]=2[O:34][CH2:33]1.C(N(C(C)C)CC)(C)C. (2) Given the product [N:25]1([CH2:32][CH2:33][O:34][C:35]2[CH:43]=[CH:42][C:38]([CH2:39][CH2:2][CH2:1][NH:3][C:4]3[CH:9]=[C:8]([OH:10])[CH:7]=[CH:6][C:5]=3[CH:12]3[CH2:21][CH2:20][C:19]4[CH:18]=[C:17]([OH:22])[CH:16]=[CH:15][C:14]=4[CH2:13]3)=[CH:37][C:36]=2[F:44])[CH2:31][CH2:30][CH2:29][CH2:28][CH2:27][CH2:26]1, predict the reactants needed to synthesize it. The reactants are: [CH2:1]([NH:3][C:4]1[CH:9]=[C:8]([O:10]C)[CH:7]=[CH:6][C:5]=1[CH:12]1[CH2:21][CH2:20][C:19]2[C:14](=[CH:15][CH:16]=[C:17]([O:22]C)[CH:18]=2)[CH2:13]1)[CH3:2].Cl.[N:25]1([CH2:32][CH2:33][O:34][C:35]2[CH:43]=[CH:42][C:38]([C:39](Cl)=O)=[CH:37][C:36]=2[F:44])[CH2:31][CH2:30][CH2:29][CH2:28][CH2:27][CH2:26]1. (3) Given the product [C:1]([NH:4][C@@H:5]1[C@@H:10]([NH2:11])[CH2:9][C:8]([C:12]([NH:47][CH2:48][CH2:49][N:50]([CH2:51][CH2:52][NH:53][C:54](=[O:76])[CH2:55][CH2:56]/[CH:57]=[CH:58]\[CH2:59]/[CH:60]=[CH:61]\[CH2:62]/[CH:63]=[CH:64]\[CH2:65]/[CH:66]=[CH:67]\[CH2:68]/[CH:69]=[CH:70]\[CH2:71]/[CH:72]=[CH:73]\[CH2:74][CH3:75])[CH3:77])=[O:13])=[CH:7][C@H:6]1[O:41][CH:42]([CH2:43][CH3:44])[CH2:45][CH3:46])(=[O:3])[CH3:2], predict the reactants needed to synthesize it. The reactants are: [C:1]([NH:4][C@@H:5]1[C@@H:10]([NH2:11])[CH2:9][C:8]([C:12](NCCNC(=O)CC/C=C\C/C=C\C/C=C\C/C=C\C/C=C\C/C=C\CC)=[O:13])=[CH:7][C@H:6]1[O:41][CH:42]([CH2:45][CH3:46])[CH2:43][CH3:44])(=[O:3])[CH3:2].[NH2:47][CH2:48][CH2:49][N:50]([CH3:77])[CH2:51][CH2:52][NH:53][C:54](=[O:76])[CH2:55][CH2:56]/[CH:57]=[CH:58]\[CH2:59]/[CH:60]=[CH:61]\[CH2:62]/[CH:63]=[CH:64]\[CH2:65]/[CH:66]=[CH:67]\[CH2:68]/[CH:69]=[CH:70]\[CH2:71]/[CH:72]=[CH:73]\[CH2:74][CH3:75]. (4) Given the product [OH:2][C:3]1[CH:4]=[CH:5][C:6]([C:9]([C:11]([C:13]2[CH:14]=[CH:15][C:16]([OH:19])=[CH:17][CH:18]=2)=[O:12])=[O:10])=[CH:7][CH:8]=1, predict the reactants needed to synthesize it. The reactants are: C[O:2][C:3]1[CH:8]=[CH:7][C:6]([C:9]([C:11]([C:13]2[CH:18]=[CH:17][C:16]([O:19]C)=[CH:15][CH:14]=2)=[O:12])=[O:10])=[CH:5][CH:4]=1.Br.O. (5) Given the product [NH2:1][C:2]1[N:7]([CH3:8])[C:6](=[O:9])[C:5]([CH3:10])([CH3:11])[C@:4]([C:13]2[CH:18]=[C:17]([NH:19][CH:23]3[C:24]4[CH:29]=[CH:28][CH:27]=[CH:26][C:25]=4[O:21][CH2:22]3)[CH:16]=[CH:15][C:14]=2[F:20])([CH3:12])[N:3]=1, predict the reactants needed to synthesize it. The reactants are: [NH2:1][C:2]1[N:7]([CH3:8])[C:6](=[O:9])[C:5]([CH3:11])([CH3:10])[C@:4]([C:13]2[CH:18]=[C:17]([NH2:19])[CH:16]=[CH:15][C:14]=2[F:20])([CH3:12])[N:3]=1.[O:21]1[C:25]2[CH:26]=[CH:27][CH:28]=[CH:29][C:24]=2[C:23](=O)[CH2:22]1.[B][B][B][B][B][B][B][B][B][B]. (6) Given the product [C:17]([C:16]([C:14]#[N:20])=[CH:9][C:8]1[CH:11]=[CH:12][C:5]([NH:1][C:2](=[O:3])[CH3:4])=[CH:6][CH:7]=1)#[N:18], predict the reactants needed to synthesize it. The reactants are: [NH:1]([C:5]1[CH:12]=[CH:11][C:8]([CH:9]=O)=[CH:7][CH:6]=1)[C:2]([CH3:4])=[O:3].C(#N)[CH:14]([CH2:16][C:17]#[N:18])O.[NH:20]1CCCCC1. (7) The reactants are: C(O[C:4](=[NH:18])[CH:5]1[CH2:10][CH2:9][N:8]([C:11]([O:13][C:14]([CH3:17])([CH3:16])[CH3:15])=[O:12])[CH2:7][CH2:6]1)C.[CH:19]([NH:21][NH2:22])=O. Given the product [NH:21]1[CH:19]=[N:18][C:4]([CH:5]2[CH2:6][CH2:7][N:8]([C:11]([O:13][C:14]([CH3:15])([CH3:16])[CH3:17])=[O:12])[CH2:9][CH2:10]2)=[N:22]1, predict the reactants needed to synthesize it. (8) Given the product [CH:6](=[CH:4][C:3]([CH:14]=[CH:15][C:17]1[CH:11]=[CH:12][CH:7]=[CH:8][CH:9]=1)=[O:5])[C:7]1[CH:12]=[CH:11][CH:10]=[CH:9][CH:8]=1, predict the reactants needed to synthesize it. The reactants are: [OH-].[Na+].[CH2:3]([OH:5])[CH3:4].[CH:6](=O)[C:7]1[CH:12]=[CH:11][CH:10]=[CH:9][CH:8]=1.[CH3:14][C:15]([CH3:17])=O. (9) Given the product [NH2:2][CH2:1][C:3]1[CH:4]=[C:5]([CH:9]=[CH:10][CH:11]=1)[CH2:6][OH:7], predict the reactants needed to synthesize it. The reactants are: [C:1]([C:3]1[CH:4]=[C:5]([CH:9]=[CH:10][CH:11]=1)[C:6](O)=[O:7])#[N:2].B.O1CCCC1.